From a dataset of Catalyst prediction with 721,799 reactions and 888 catalyst types from USPTO. Predict which catalyst facilitates the given reaction. (1) Reactant: [Br:1][C:2]1[CH:3]=[C:4]([CH2:30][C:31]([OH:33])=[O:32])[CH:5]=[C:6]([Br:29])[C:7]=1[O:8][C:9]1[CH:14]=[C:13]([CH:15]([CH3:17])[CH3:16])[C:12]([O:18][CH3:19])=[CH:11][C:10]=1[C:20](=[O:28])[C:21]1[CH:26]=[CH:25][CH:24]=[C:23](I)[CH:22]=1.C1(P(C2C=CC=CC=2)C2C=CC3C(=CC=CC=3)C=2C2C3C(=CC=CC=3)C=CC=2P(C2C=CC=CC=2)C2C=CC=CC=2)C=CC=CC=1.CC(C)([O-])C.[Na+].C1OCCOCCOCCOCCOCCOC1.[CH3:104][NH:105][CH3:106].C1COCC1. Product: [Br:1][C:2]1[CH:3]=[C:4]([CH2:30][C:31]([OH:33])=[O:32])[CH:5]=[C:6]([Br:29])[C:7]=1[O:8][C:9]1[CH:14]=[C:13]([CH:15]([CH3:17])[CH3:16])[C:12]([O:18][CH3:19])=[CH:11][C:10]=1[C:20](=[O:28])[C:21]1[CH:26]=[CH:25][CH:24]=[C:23]([N:105]([CH3:106])[CH3:104])[CH:22]=1. The catalyst class is: 110. (2) Reactant: [CH2:1]([CH:8]1[C:13](=[O:14])[NH:12][C:11]([SH:15])=[N:10][C:9]1=[O:16])[C:2]1[CH:7]=[CH:6][CH:5]=[CH:4][CH:3]=1.[CH3:17][O-].[Na+].CI.Cl. Product: [CH2:1]([CH:8]1[C:13](=[O:14])[NH:12][C:11]([S:15][CH3:17])=[N:10][C:9]1=[O:16])[C:2]1[CH:7]=[CH:6][CH:5]=[CH:4][CH:3]=1. The catalyst class is: 5. (3) Reactant: [Cl:1][C:2]1[CH:7]=[CH:6][C:5]([C:8]2[N:12]([C:13]3[CH:18]=[CH:17][C:16]([S:19](=[O:26])(=[O:25])[N:20]=CN(C)C)=[CH:15][CH:14]=3)[C:11]([CH3:27])=[C:10]([C:28](N(OC)C)=[O:29])[C:9]=2[CH3:34])=[CH:4][CH:3]=1.[CH2:35]([Mg]Br)[CH3:36]. Product: [Cl:1][C:2]1[CH:3]=[CH:4][C:5]([C:8]2[N:12]([C:13]3[CH:14]=[CH:15][C:16]([S:19]([NH2:20])(=[O:26])=[O:25])=[CH:17][CH:18]=3)[C:11]([CH3:27])=[C:10]([C:28](=[O:29])[CH2:35][CH3:36])[C:9]=2[CH3:34])=[CH:6][CH:7]=1. The catalyst class is: 1.